Task: Predict the reaction yield, written as a fraction of the theoretical maximum amount of product (1.0 means a 100% yield; for example, 0.34 means a 34% yield).. Dataset: Reaction yield outcomes from USPTO patents with 853,638 reactions (1) The reactants are Cl.[CH2:2]([O:4][C:5]([C:7]1[C:16]2[C:11](=[CH:12][CH:13]=[CH:14][CH:15]=2)[CH:10]=[C:9]([NH:17][NH2:18])[CH:8]=1)=[O:6])[CH3:3].[CH3:19][C:20]([CH3:27])([CH3:26])[C:21](=O)[CH2:22][C:23]#[N:24]. The catalyst is CCO.Cl. The product is [NH2:24][C:23]1[N:17]([C:9]2[CH:8]=[C:7]([C:5]([O:4][CH2:2][CH3:3])=[O:6])[C:16]3[C:11]([CH:10]=2)=[CH:12][CH:13]=[CH:14][CH:15]=3)[N:18]=[C:21]([C:20]([CH3:27])([CH3:26])[CH3:19])[CH:22]=1. The yield is 0.950. (2) The reactants are C([O:5][C:6](=[O:19])[CH2:7][NH:8][C:9]([C:11]1[C:16]([OH:17])=[CH:15][C:14]([OH:18])=[CH:13][N:12]=1)=[O:10])(C)(C)C.FC(F)(F)C(O)=O. The catalyst is C(Cl)Cl. The product is [OH:17][C:16]1[C:11]([C:9]([NH:8][CH2:7][C:6]([OH:19])=[O:5])=[O:10])=[N:12][CH:13]=[C:14]([OH:18])[CH:15]=1. The yield is 0.890. (3) The reactants are [Br:1][C:2]1[CH:3]=[C:4]([NH:13][CH:14]2[CH2:18][CH2:17][CH2:16][CH2:15]2)[C:5]([CH3:12])=[C:6]([CH:11]=1)[C:7]([O:9][CH3:10])=[O:8].[C:19](=O)([O-])[O-].[Cs+].[Cs+].CI. The catalyst is C(#N)C. The product is [Br:1][C:2]1[CH:3]=[C:4]([N:13]([CH:14]2[CH2:18][CH2:17][CH2:16][CH2:15]2)[CH3:19])[C:5]([CH3:12])=[C:6]([CH:11]=1)[C:7]([O:9][CH3:10])=[O:8]. The yield is 0.820. (4) The reactants are [NH2:1][C:2]1[CH:7]=[CH:6][C:5](B(O)O)=[CH:4][CH:3]=1.[C:11]([O:15][C:16]([N:18]1[C@@H:23]([CH3:24])[CH:22]=[C:21](OS(C(F)(F)F)(=O)=O)[CH2:20][C@@H:19]1[CH3:33])=[O:17])([CH3:14])([CH3:13])[CH3:12]. No catalyst specified. The product is [C:11]([O:15][C:16]([N:18]1[CH:19]([CH3:33])[CH:20]=[C:21]([C:5]2[CH:6]=[CH:7][C:2]([NH2:1])=[CH:3][CH:4]=2)[CH2:22][CH:23]1[CH3:24])=[O:17])([CH3:14])([CH3:12])[CH3:13]. The yield is 0.570. (5) The reactants are [CH:1]1([NH:5][CH:6]2[CH2:9][N:8]([C:10]([C:12]3[CH:13]=[C:14]([CH:27]=[CH:28][C:29]=3[F:30])[CH2:15][C:16]3[C:25]4[C:20](=[CH:21][CH:22]=[CH:23][CH:24]=4)[C:19](=[O:26])[NH:18][N:17]=3)=[O:11])[CH2:7]2)[CH2:4][CH2:3][CH2:2]1.[ClH:31]. The catalyst is ClCCl. The product is [ClH:31].[CH:1]1([NH:5][CH:6]2[CH2:7][N:8]([C:10]([C:12]3[CH:13]=[C:14]([CH:27]=[CH:28][C:29]=3[F:30])[CH2:15][C:16]3[C:25]4[C:20](=[CH:21][CH:22]=[CH:23][CH:24]=4)[C:19](=[O:26])[NH:18][N:17]=3)=[O:11])[CH2:9]2)[CH2:4][CH2:3][CH2:2]1. The yield is 0.930. (6) The reactants are [Cl:1][C:2]1[S:6][C:5]([C:7]2[N:12]=[C:11](OS(C(F)(F)F)(=O)=O)[C:10]([CH2:21][CH3:22])=[C:9]([CH3:23])[N:8]=2)=[CH:4][CH:3]=1.[CH3:24][C:25]1([CH3:39])[C:29]([CH3:31])([CH3:30])[O:28][B:27]([C:32]2[CH:38]=[CH:37][C:35]([NH2:36])=[CH:34][CH:33]=2)[O:26]1.CS(C)=O. The catalyst is O. The product is [Cl:1][C:2]1[S:6][C:5]([C:7]2[N:12]=[C:11]([NH:36][C:35]3[CH:34]=[CH:33][C:32]([B:27]4[O:28][C:29]([CH3:31])([CH3:30])[C:25]([CH3:39])([CH3:24])[O:26]4)=[CH:38][CH:37]=3)[C:10]([CH2:21][CH3:22])=[C:9]([CH3:23])[N:8]=2)=[CH:4][CH:3]=1. The yield is 0.230. (7) The reactants are [OH:1][C:2]1([C:14]2[CH:18]=[CH:17][S:16][C:15]=2[C:19]2[CH:24]=[CH:23][CH:22]=[CH:21][C:20]=2O)[CH2:6][CH2:5][N:4]([C:7]([O:9][C:10]([CH3:13])([CH3:12])[CH3:11])=[O:8])[CH2:3]1.B(F)(F)F.O. The catalyst is C(Cl)Cl. The product is [S:16]1[C:15]2[C:19]3[CH:24]=[CH:23][CH:22]=[CH:21][C:20]=3[O:1][C:2]3([CH2:6][CH2:5][N:4]([C:7]([O:9][C:10]([CH3:13])([CH3:12])[CH3:11])=[O:8])[CH2:3]3)[C:14]=2[CH:18]=[CH:17]1. The yield is 0.920. (8) The product is [NH2:45][C:42]1[CH:43]=[CH:44][C:39]([C:38]([F:37])([F:47])[F:48])=[CH:40][C:41]=1[NH:46][C:11]([CH2:10][CH:8]1[CH2:7][CH:6]([C:4]([N:3]([O:2][CH3:1])[CH3:14])=[O:5])[CH2:9]1)=[O:13]. The yield is 0.440. The catalyst is C(Cl)Cl. The reactants are [CH3:1][O:2][N:3]([CH3:14])[C:4]([CH:6]1[CH2:9][CH:8]([CH2:10][C:11]([OH:13])=O)[CH2:7]1)=[O:5].CCN=C=NCCCN(C)C.Cl.C1C=CC2N(O)N=NC=2C=1.[F:37][C:38]([F:48])([F:47])[C:39]1[CH:40]=[C:41]([NH2:46])[C:42]([NH2:45])=[CH:43][CH:44]=1. (9) The reactants are C(O[C:6](=[O:28])[NH:7][C@@H:8]([CH2:21][C:22]1[CH:27]=[CH:26][CH:25]=[CH:24][CH:23]=1)[CH:9]([OH:20])[C:10](=[O:19])[NH:11][CH2:12][C:13]1[CH:18]=[CH:17][CH:16]=[CH:15][N:14]=1)(C)(C)C.FC(F)(F)C(O)=O.C(N(CC)C(C)C)(C)C.[CH2:45]([O:52][C:53]([NH:55][C@@H:56]([CH3:74])[C:57]([NH:59][C@@H:60]([CH2:64][C:65]1[C:73]2[C:68](=[CH:69][CH:70]=[CH:71][CH:72]=2)[NH:67][CH:66]=1)C(O)=O)=[O:58])=[O:54])[C:46]1[CH:51]=[CH:50][CH:49]=[CH:48][CH:47]=1.CN(C(ON1N=NC2C=CC=NC1=2)=[N+](C)C)C.F[P-](F)(F)(F)(F)F. The catalyst is ClCCl. The product is [CH2:45]([O:52][C:53](=[O:54])[NH:55][C@H:56]([C:57](=[O:58])[NH:59][C@H:60]([C:6](=[O:28])[NH:7][C@@H:8]([CH2:21][C:22]1[CH:23]=[CH:24][CH:25]=[CH:26][CH:27]=1)[CH:9]([OH:20])[C:10](=[O:19])[NH:11][CH2:12][C:13]1[CH:18]=[CH:17][CH:16]=[CH:15][N:14]=1)[CH2:64][C:65]1[C:73]2[C:68](=[CH:69][CH:70]=[CH:71][CH:72]=2)[NH:67][CH:66]=1)[CH3:74])[C:46]1[CH:47]=[CH:48][CH:49]=[CH:50][CH:51]=1. The yield is 0.890. (10) The reactants are [H-].[Al+3].[Li+].[H-].[H-].[H-].C([O:9][C:10]([CH:12]1[CH2:17][N:16]([CH2:18][C:19]2[CH:24]=[CH:23][CH:22]=[CH:21][CH:20]=2)[CH2:15][CH2:14][N:13]1[CH2:25][C:26]1[CH:31]=[CH:30][CH:29]=[CH:28][CH:27]=1)=O)C.O.[OH-].[Na+]. The catalyst is C1COCC1. The product is [CH2:25]([N:13]1[CH2:14][CH2:15][N:16]([CH2:18][C:19]2[CH:24]=[CH:23][CH:22]=[CH:21][CH:20]=2)[CH2:17][CH:12]1[CH2:10][OH:9])[C:26]1[CH:27]=[CH:28][CH:29]=[CH:30][CH:31]=1. The yield is 1.00.